From a dataset of Catalyst prediction with 721,799 reactions and 888 catalyst types from USPTO. Predict which catalyst facilitates the given reaction. (1) Reactant: Br[C:2]1[CH:14]=[CH:13][C:5]([C:6]([O:8][C:9]([CH3:12])([CH3:11])[CH3:10])=[O:7])=[CH:4][CH:3]=1.CC1(C)C(C)(C)OB(/[CH:23]=[CH:24]/[C:25]2[CH:30]=[CH:29][CH:28]=[CH:27][CH:26]=2)O1.C(=O)([O-])[O-].[Na+].[Na+]. Product: [C:25]1([C:24]([C:2]2[CH:14]=[CH:13][C:5]([C:6]([O:8][C:9]([CH3:12])([CH3:11])[CH3:10])=[O:7])=[CH:4][CH:3]=2)=[CH2:23])[CH:30]=[CH:29][CH:28]=[CH:27][CH:26]=1. The catalyst class is: 70. (2) Reactant: C[Al](C)C.[CH2:5]([NH:7][C:8]1[CH:13]=[CH:12][N:11]=[CH:10][C:9]=1[NH2:14])[CH3:6].C(O[C:18](=O)[CH2:19][C:20]1[S:24][CH:23]=[N:22][C:21]=1[C:25]1[S:26][CH:27]=[CH:28][N:29]=1)C. Product: [S:26]1[CH:27]=[CH:28][N:29]=[C:25]1[C:21]1[N:22]=[CH:23][S:24][C:20]=1[CH2:19][C:18]1[N:7]([CH2:5][CH3:6])[C:8]2[CH:13]=[CH:12][N:11]=[CH:10][C:9]=2[N:14]=1. The catalyst class is: 2. (3) Reactant: Br[C:2]1[CH:3]=[C:4]([O:17][CH2:18][C:19]2[C:24]([F:25])=[CH:23][CH:22]=[CH:21][C:20]=2[F:26])[C:5]2[N:6]([C:8]([C:12]([O:14][CH2:15][CH3:16])=[O:13])=[C:9]([CH3:11])[N:10]=2)[CH:7]=1.CC(C)([O-])C.[Na+].CC(C1C=C(C(C)C)C(C2C=CC=CC=2P(C2CCCCC2)C2CCCCC2)=C(C(C)C)C=1)C.[NH:67]1[CH2:72][CH2:71][O:70][CH2:69][CH2:68]1. Product: [F:26][C:20]1[CH:21]=[CH:22][CH:23]=[C:24]([F:25])[C:19]=1[CH2:18][O:17][C:4]1[C:5]2[N:6]([C:8]([C:12]([O:14][CH2:15][CH3:16])=[O:13])=[C:9]([CH3:11])[N:10]=2)[CH:7]=[C:2]([N:67]2[CH2:72][CH2:71][O:70][CH2:69][CH2:68]2)[CH:3]=1. The catalyst class is: 101.